Dataset: Full USPTO retrosynthesis dataset with 1.9M reactions from patents (1976-2016). Task: Predict the reactants needed to synthesize the given product. (1) Given the product [Br:1][C:2]1[CH:3]=[C:4]2[C:9](=[CH:10][CH:11]=1)[CH2:8][CH:7]([NH:18][CH:13]1[CH2:17][CH2:16][CH2:15][CH2:14]1)[CH2:6][CH2:5]2, predict the reactants needed to synthesize it. The reactants are: [Br:1][C:2]1[CH:3]=[C:4]2[C:9](=[CH:10][CH:11]=1)[CH2:8][C:7](=O)[CH2:6][CH2:5]2.[CH:13]1([NH2:18])[CH2:17][CH2:16][CH2:15][CH2:14]1.CC1C=CC(S(O)(=O)=O)=CC=1.[BH4-].[Na+].Cl. (2) Given the product [C:15]([C:13]1[CH:14]=[C:5]([C:3]([OH:4])=[O:2])[CH:6]=[C:7]2[C:12]=1[O:11][CH2:10][CH2:9][C:8]2([CH3:20])[CH3:19])([CH3:18])([CH3:16])[CH3:17], predict the reactants needed to synthesize it. The reactants are: C[O:2][C:3]([C:5]1[CH:6]=[C:7]2[C:12](=[C:13]([C:15]([CH3:18])([CH3:17])[CH3:16])[CH:14]=1)[O:11][CH2:10][CH2:9][C:8]2([CH3:20])[CH3:19])=[O:4].[OH-].[Na+].C1COCC1. (3) The reactants are: [CH2:1]([O:3][C:4](=[O:33])[CH:5]([N:16]([CH:30]1[CH2:32][CH2:31]1)[C:17](=O)[C:18]1[CH:23]=[CH:22][C:21]([O:24][C:25]([F:28])([F:27])[F:26])=[CH:20][CH:19]=1)[C:6]([C:8]1[CH:9]=[N:10][C:11]([S:14][CH3:15])=[N:12][CH:13]=1)=O)[CH3:2].FC(F)(F)C([O-])=O.[NH4+:41]. Given the product [CH2:1]([O:3][C:4]([C:5]1[N:16]([CH:30]2[CH2:31][CH2:32]2)[C:17]([C:18]2[CH:19]=[CH:20][C:21]([O:24][C:25]([F:26])([F:28])[F:27])=[CH:22][CH:23]=2)=[N:41][C:6]=1[C:8]1[CH:9]=[N:10][C:11]([S:14][CH3:15])=[N:12][CH:13]=1)=[O:33])[CH3:2], predict the reactants needed to synthesize it. (4) Given the product [CH3:8][O:9][CH2:10][CH2:11][N:12]1[CH:6]([C:2]2[S:1][CH:5]=[CH:4][CH:3]=2)[CH:14]([C:13]([NH:36][C:35]2[CH:34]=[CH:33][C:32]([O:31][CH:28]3[CH2:29][CH2:30][O:25][CH2:26][CH2:27]3)=[CH:38][CH:37]=2)=[O:24])[C:15]2[C:16](=[CH:20][CH:21]=[CH:22][CH:23]=2)[C:17]1=[O:19], predict the reactants needed to synthesize it. The reactants are: [S:1]1[CH:5]=[CH:4][CH:3]=[C:2]1[CH:6]=O.[CH3:8][O:9][CH2:10][CH2:11][NH2:12].[C:13]1(=[O:24])[O:19][C:17](=O)[C:16]2=[CH:20][CH:21]=[CH:22][CH:23]=[C:15]2[CH2:14]1.[O:25]1[CH2:30][CH2:29][CH:28]([O:31][C:32]2[CH:38]=[CH:37][C:35]([NH2:36])=[CH:34][CH:33]=2)[CH2:27][CH2:26]1. (5) The reactants are: [C:1]([O:5][C:6]([NH:8][C:9]1[CH:10]=[C:11]([CH2:15]O)[CH:12]=[CH:13][CH:14]=1)=[O:7])([CH3:4])([CH3:3])[CH3:2].C1(C)C=CC(S(Cl)(=O)=O)=CC=1.[CH3:28][C:29]1[NH:30][CH:31]=[CH:32][N:33]=1.[H-].[Na+].S(C1C=CC(C)=CC=1)([O-])(=O)=O. Given the product [NH4+:8].[OH-:5].[C:1]([O:5][C:6]([NH:8][C:9]1[CH:10]=[C:11]([CH2:15][N:30]2[CH:31]=[CH:32][N:33]=[C:29]2[CH3:28])[CH:12]=[CH:13][CH:14]=1)=[O:7])([CH3:4])([CH3:3])[CH3:2], predict the reactants needed to synthesize it.